This data is from Full USPTO retrosynthesis dataset with 1.9M reactions from patents (1976-2016). The task is: Predict the reactants needed to synthesize the given product. (1) Given the product [CH2:3]([C:2]1([CH3:1])[C:11]2[C:6](=[CH:7][CH:8]=[CH:9][CH:10]=2)[CH2:16][CH2:17][C:18]1=[O:19])[CH:4]=[CH2:5], predict the reactants needed to synthesize it. The reactants are: [CH3:1][CH:2]1[C:11]2[C:6](=[CH:7][CH:8]=[CH:9][CH:10]=2)[CH2:5][CH2:4][C:3]1=O.C([O:16][CH2:17][CH:18]=[CH2:19])(=O)C.C(=O)([O-])[O-].[Cs+].[Cs+].[Cl-].[NH4+]. (2) The reactants are: [CH3:1][O:2][C:3]1[CH:4]=[C:5]([C:11]2[N:12]=[C:13]([NH:23][CH:24]3[CH2:26][CH2:25]3)[S:14][C:15]=2[C:16]2[CH:21]=[CH:20][N:19]=[C:18](Cl)[N:17]=2)[CH:6]=[C:7]([O:9][CH3:10])[CH:8]=1.[NH2:27][C:28]1[CH:33]=[CH:32][C:31]([O:34][CH2:35][CH2:36][N:37]2[CH2:41][CH2:40][CH2:39][C:38]2=[O:42])=[C:30]([F:43])[CH:29]=1.[CH2:44]([OH:49])[C:45]([F:48])([F:47])[F:46]. Given the product [F:46][C:45]([F:48])([F:47])[C:44]([OH:2])=[O:49].[CH3:1][O:2][C:3]1[CH:4]=[C:5]([C:11]2[N:12]=[C:13]([NH:23][CH:24]3[CH2:26][CH2:25]3)[S:14][C:15]=2[C:16]2[CH:21]=[CH:20][N:19]=[C:18]([NH:27][C:28]3[CH:33]=[CH:32][C:31]([O:34][CH2:35][CH2:36][N:37]4[CH2:41][CH2:40][CH2:39][C:38]4=[O:42])=[C:30]([F:43])[CH:29]=3)[N:17]=2)[CH:6]=[C:7]([O:9][CH3:10])[CH:8]=1, predict the reactants needed to synthesize it. (3) The reactants are: [C:1]([CH:4]([CH2:7][CH2:8][CH3:9])[C:5]#[N:6])(=O)[CH3:2].O.[NH2:11][NH2:12]. Given the product [CH3:2][C:1]1[C:4]([CH2:7][CH2:8][CH3:9])=[C:5]([NH2:6])[NH:12][N:11]=1, predict the reactants needed to synthesize it. (4) Given the product [Cl:1][C:2]1[C:7]([C:8]([NH2:26])=[O:9])=[C:6]([F:11])[C:5]([CH2:12][NH:13][C:14](=[O:19])[C:15]([CH3:18])([CH3:17])[CH3:16])=[CH:4][CH:3]=1, predict the reactants needed to synthesize it. The reactants are: [Cl:1][C:2]1[C:7]([C:8](O)=[O:9])=[C:6]([F:11])[C:5]([CH2:12][NH:13][C:14](=[O:19])[C:15]([CH3:18])([CH3:17])[CH3:16])=[CH:4][CH:3]=1.C(Cl)(=O)C(Cl)=O.[NH3:26]. (5) Given the product [CH:34]1([CH2:37][CH2:38][O:39][C:40]2[N:48]=[C:47]3[C:43]([N:44]=[C:45]([O:49][CH3:50])[N:46]3[CH2:53][CH2:54][CH2:55][CH2:56][CH:57]3[CH2:62][CH2:61][O:60][CH2:59][CH2:58]3)=[C:42]([NH2:51])[N:41]=2)[CH2:36][CH2:35]1, predict the reactants needed to synthesize it. The reactants are: C(NC1N=C2C(N=C(OC)N2CCCC2CCOCC2)=C(N)N=1)CCC.FC(F)(F)C(O)=O.[CH:34]1([CH2:37][CH2:38][O:39][C:40]2[NH:41][C:42]([NH2:51])=[C:43]3[C:47]([N:48]=2)=[N:46][C:45]([O:49][CH3:50])=[N:44]3)[CH2:36][CH2:35]1.Br[CH2:53][CH2:54][CH2:55][CH2:56][CH:57]1[CH2:62][CH2:61][O:60][CH2:59][CH2:58]1. (6) The reactants are: [CH:1]1([N:4]2[CH2:10][CH2:9][CH2:8][C:7]3[CH:11]=[C:12]([NH2:15])[CH:13]=[CH:14][C:6]=3[CH2:5]2)[CH2:3][CH2:2]1.Cl[C:17]1[N:22]=[C:21]([NH:23][C@@H:24]2[CH2:29][CH2:28][CH2:27][N:26]([C:30](=[O:33])[CH:31]=[CH2:32])[CH2:25]2)[C:20]([F:34])=[CH:19][N:18]=1.CN(C1C(C2C(P(C3CCCCC3)C3CCCCC3)=CC=CC=2)=CC=CC=1)C.C([O-])([O-])=O.[Cs+].[Cs+]. Given the product [CH:1]1([N:4]2[CH2:10][CH2:9][CH2:8][C:7]3[CH:11]=[C:12]([NH:15][C:17]4[N:22]=[C:21]([NH:23][C@@H:24]5[CH2:29][CH2:28][CH2:27][N:26]([C:30](=[O:33])[CH:31]=[CH2:32])[CH2:25]5)[C:20]([F:34])=[CH:19][N:18]=4)[CH:13]=[CH:14][C:6]=3[CH2:5]2)[CH2:3][CH2:2]1, predict the reactants needed to synthesize it. (7) Given the product [C:11]([C:15]1[N:19]([CH3:20])[N:18]([CH2:21][CH:22]2[CH2:24][CH2:23]2)/[C:17](=[N:25]/[C:26](=[O:38])[C:27]2[CH:32]=[C:31]([C:33]([F:34])([F:36])[F:35])[CH:30]=[CH:29][C:28]=2[CH:42]=[O:43])/[CH:16]=1)([CH3:13])([CH3:14])[CH3:12], predict the reactants needed to synthesize it. The reactants are: C([Mg]Br)(C)C.C([Li])CCC.[C:11]([C:15]1[N:19]([CH3:20])[N:18]([CH2:21][CH:22]2[CH2:24][CH2:23]2)/[C:17](=[N:25]/[C:26](=[O:38])[C:27]2[CH:32]=[C:31]([C:33]([F:36])([F:35])[F:34])[CH:30]=[CH:29][C:28]=2F)/[CH:16]=1)([CH3:14])([CH3:13])[CH3:12].CN([CH:42]=[O:43])C. (8) Given the product [Cl:1][C:2]1[CH:31]=[C:30]([O:32][S:42]([C:41]([F:54])([F:53])[F:40])(=[O:44])=[O:43])[CH:29]=[C:28]([Cl:33])[C:3]=1[CH2:4][C@@H:5]1[CH2:9][CH2:8][N:7]([N:10]2[CH2:11][CH2:12][CH:13]([O:16][Si:17]([CH:18]([CH3:19])[CH3:20])([CH:21]([CH3:22])[CH3:23])[CH:24]([CH3:26])[CH3:25])[CH2:14][CH2:15]2)[C:6]1=[O:27], predict the reactants needed to synthesize it. The reactants are: [Cl:1][C:2]1[CH:31]=[C:30]([OH:32])[CH:29]=[C:28]([Cl:33])[C:3]=1[CH2:4][C@@H:5]1[CH2:9][CH2:8][N:7]([N:10]2[CH2:15][CH2:14][CH:13]([O:16][Si:17]([CH:24]([CH3:26])[CH3:25])([CH:21]([CH3:23])[CH3:22])[CH:18]([CH3:20])[CH3:19])[CH2:12][CH2:11]2)[C:6]1=[O:27].N1C=CC=CC=1.[F:40][C:41]([F:54])([F:53])[S:42](O[S:42]([C:41]([F:54])([F:53])[F:40])(=[O:44])=[O:43])(=[O:44])=[O:43].